This data is from NCI-60 drug combinations with 297,098 pairs across 59 cell lines. The task is: Regression. Given two drug SMILES strings and cell line genomic features, predict the synergy score measuring deviation from expected non-interaction effect. (1) Drug 1: CC12CCC(CC1=CCC3C2CCC4(C3CC=C4C5=CN=CC=C5)C)O. Drug 2: CC12CCC3C(C1CCC2O)C(CC4=C3C=CC(=C4)O)CCCCCCCCCS(=O)CCCC(C(F)(F)F)(F)F. Cell line: SR. Synergy scores: CSS=23.7, Synergy_ZIP=4.13, Synergy_Bliss=-0.884, Synergy_Loewe=-3.21, Synergy_HSA=-2.95. (2) Drug 1: CC12CCC3C(C1CCC2O)C(CC4=C3C=CC(=C4)O)CCCCCCCCCS(=O)CCCC(C(F)(F)F)(F)F. Drug 2: CNC(=O)C1=NC=CC(=C1)OC2=CC=C(C=C2)NC(=O)NC3=CC(=C(C=C3)Cl)C(F)(F)F. Cell line: 786-0. Synergy scores: CSS=-2.60, Synergy_ZIP=2.94, Synergy_Bliss=1.95, Synergy_Loewe=-0.915, Synergy_HSA=-1.85. (3) Synergy scores: CSS=3.79, Synergy_ZIP=-1.26, Synergy_Bliss=0.165, Synergy_Loewe=-17.7, Synergy_HSA=-0.000885. Drug 2: C(CN)CNCCSP(=O)(O)O. Cell line: A498. Drug 1: C1CC(=O)NC(=O)C1N2CC3=C(C2=O)C=CC=C3N. (4) Drug 1: CC1OCC2C(O1)C(C(C(O2)OC3C4COC(=O)C4C(C5=CC6=C(C=C35)OCO6)C7=CC(=C(C(=C7)OC)O)OC)O)O. Drug 2: CS(=O)(=O)OCCCCOS(=O)(=O)C. Cell line: HOP-62. Synergy scores: CSS=26.6, Synergy_ZIP=-1.16, Synergy_Bliss=2.10, Synergy_Loewe=-2.55, Synergy_HSA=2.67. (5) Drug 1: CC1OCC2C(O1)C(C(C(O2)OC3C4COC(=O)C4C(C5=CC6=C(C=C35)OCO6)C7=CC(=C(C(=C7)OC)O)OC)O)O. Drug 2: C1=C(C(=O)NC(=O)N1)F. Cell line: SK-MEL-2. Synergy scores: CSS=40.8, Synergy_ZIP=-0.775, Synergy_Bliss=-2.76, Synergy_Loewe=0.803, Synergy_HSA=2.91. (6) Drug 1: C1=CN(C(=O)N=C1N)C2C(C(C(O2)CO)O)O.Cl. Drug 2: CC12CCC3C(C1CCC2OP(=O)(O)O)CCC4=C3C=CC(=C4)OC(=O)N(CCCl)CCCl.[Na+]. Cell line: NCI-H522. Synergy scores: CSS=30.1, Synergy_ZIP=-2.75, Synergy_Bliss=-0.649, Synergy_Loewe=-1.70, Synergy_HSA=4.50. (7) Drug 1: CC1OCC2C(O1)C(C(C(O2)OC3C4COC(=O)C4C(C5=CC6=C(C=C35)OCO6)C7=CC(=C(C(=C7)OC)O)OC)O)O. Drug 2: C1CN1P(=S)(N2CC2)N3CC3. Cell line: MDA-MB-231. Synergy scores: CSS=24.3, Synergy_ZIP=-12.1, Synergy_Bliss=-7.15, Synergy_Loewe=-3.23, Synergy_HSA=-2.19. (8) Drug 1: CC1C(C(CC(O1)OC2CC(CC3=C2C(=C4C(=C3O)C(=O)C5=C(C4=O)C(=CC=C5)OC)O)(C(=O)C)O)N)O.Cl. Drug 2: C1=CC(=CC=C1CC(C(=O)O)N)N(CCCl)CCCl.Cl. Cell line: RXF 393. Synergy scores: CSS=21.5, Synergy_ZIP=-2.40, Synergy_Bliss=8.57, Synergy_Loewe=5.75, Synergy_HSA=9.02. (9) Drug 1: CC(C)(C#N)C1=CC(=CC(=C1)CN2C=NC=N2)C(C)(C)C#N. Drug 2: C1=NC2=C(N=C(N=C2N1C3C(C(C(O3)CO)O)F)Cl)N. Cell line: BT-549. Synergy scores: CSS=1.59, Synergy_ZIP=7.16, Synergy_Bliss=11.6, Synergy_Loewe=0.145, Synergy_HSA=3.03.